From a dataset of NCI-60 drug combinations with 297,098 pairs across 59 cell lines. Regression. Given two drug SMILES strings and cell line genomic features, predict the synergy score measuring deviation from expected non-interaction effect. Drug 1: C1=NC2=C(N=C(N=C2N1C3C(C(C(O3)CO)O)O)F)N. Drug 2: CC1=C(C(=O)C2=C(C1=O)N3CC4C(C3(C2COC(=O)N)OC)N4)N. Cell line: HT29. Synergy scores: CSS=21.0, Synergy_ZIP=-9.81, Synergy_Bliss=-0.369, Synergy_Loewe=-21.0, Synergy_HSA=-0.435.